From a dataset of Full USPTO retrosynthesis dataset with 1.9M reactions from patents (1976-2016). Predict the reactants needed to synthesize the given product. (1) Given the product [C:36]1([C:45]2[CH:50]=[CH:49][CH:48]=[CH:47][CH:46]=2)[CH:37]=[CH:38][CH:39]=[C:40]([C:18]2[C:19]3[C:24]([C:11]([C:8]4[CH:9]=[C:10]5[C:5]([CH:4]=[CH:3][C:2]([C:26]6[CH:35]=[CH:34][C:33]7[C:28](=[CH:29][CH:30]=[CH:31][CH:32]=7)[CH:27]=6)=[CH:1]5)=[CH:6][CH:7]=4)=[C:12]4[C:17]=2[CH:16]=[CH:15][CH:14]=[CH:13]4)=[CH:23][CH:22]=[CH:21][CH:20]=3)[CH:41]=1, predict the reactants needed to synthesize it. The reactants are: [CH:1]1[C:10]2[C:5](=[CH:6][CH:7]=[C:8]([C:11]3[C:12]4[C:17]([C:18](Br)=[C:19]5[C:24]=3[CH:23]=[CH:22][CH:21]=[CH:20]5)=[CH:16][CH:15]=[CH:14][CH:13]=4)[CH:9]=2)[CH:4]=[CH:3][C:2]=1[C:26]1[CH:35]=[CH:34][C:33]2[C:28](=[CH:29][CH:30]=[CH:31][CH:32]=2)[CH:27]=1.[C:36]1([C:45]2[CH:50]=[CH:49][CH:48]=[CH:47][CH:46]=2)[C:37](B(O)O)=[CH:38][CH:39]=[CH:40][CH:41]=1.P([O-])([O-])([O-])=O.[K+].[K+].[K+].C1(C)C=CC=CC=1. (2) Given the product [CH3:21][C:7]1[CH:8]=[C:9]([B:12]([OH:16])[OH:13])[CH:10]=[CH:11][C:6]=1[C:5](=[O:22])[NH:4][CH3:1], predict the reactants needed to synthesize it. The reactants are: [CH:1]1([NH:4][C:5](=[O:22])[C:6]2[CH:11]=[CH:10][C:9]([B:12]3[O:16]C(C)(C)C(C)(C)[O:13]3)=[CH:8][C:7]=2[CH3:21])CC1.I([O-])(=O)(=O)=O.[Na+].Cl. (3) The reactants are: [C:1]([C:3]1[CH:8]=[CH:7][C:6]([NH:9][C:10]([C:12]2[C:13]([C:18]([OH:20])=O)=[N:14][CH:15]=[CH:16][N:17]=2)=[O:11])=[CH:5][CH:4]=1)#[CH:2].[Si:21]([O:28][CH2:29][CH2:30][NH:31][C:32]1[CH:37]=[CH:36][C:35]([NH2:38])=[CH:34][CH:33]=1)([C:24]([CH3:27])([CH3:26])[CH3:25])([CH3:23])[CH3:22]. Given the product [Si:21]([O:28][CH2:29][CH2:30][NH:31][C:32]1[CH:33]=[CH:34][C:35]([NH:38][C:18]([C:13]2[C:12]([C:10]([NH:9][C:6]3[CH:5]=[CH:4][C:3]([C:1]#[CH:2])=[CH:8][CH:7]=3)=[O:11])=[N:17][CH:16]=[CH:15][N:14]=2)=[O:20])=[CH:36][CH:37]=1)([C:24]([CH3:27])([CH3:26])[CH3:25])([CH3:23])[CH3:22], predict the reactants needed to synthesize it. (4) Given the product [Br:1][C:2]1[C:3]([C:8]([C:10]2[CH:15]=[CH:14][C:13]([O:16][C:17]([F:20])([F:19])[F:18])=[C:12]([F:21])[CH:11]=2)=[N:28][S@@:26]([C:23]([CH3:25])([CH3:24])[CH3:22])=[O:27])=[N:4][CH:5]=[CH:6][CH:7]=1, predict the reactants needed to synthesize it. The reactants are: [Br:1][C:2]1[C:3]([C:8]([C:10]2[CH:15]=[CH:14][C:13]([O:16][C:17]([F:20])([F:19])[F:18])=[C:12]([F:21])[CH:11]=2)=O)=[N:4][CH:5]=[CH:6][CH:7]=1.[CH3:22][C:23]([S@:26]([NH2:28])=[O:27])([CH3:25])[CH3:24]. (5) Given the product [Cl:32][C:24]1[CH:23]=[C:22]([CH:27]=[CH:26][C:25]=1[O:28][CH:29]([CH3:30])[CH3:31])[C:21]([NH:20][C@H:16]([CH2:17][CH2:18][OH:19])[CH2:15][C:12]1[CH:13]=[CH:14][C:9]([C:7]2[N:8]=[C:4]([C:1]3([CH3:2])[O:37][CH2:36][CH2:35][O:3]3)[N:5]([CH3:34])[CH:6]=2)=[CH:10][CH:11]=1)=[O:33], predict the reactants needed to synthesize it. The reactants are: [C:1]([C:4]1[N:5]([CH3:34])[CH:6]=[C:7]([C:9]2[CH:14]=[CH:13][C:12]([CH2:15][C@H:16]([NH:20][C:21](=[O:33])[C:22]3[CH:27]=[CH:26][C:25]([O:28][CH:29]([CH3:31])[CH3:30])=[C:24]([Cl:32])[CH:23]=3)[CH2:17][CH2:18][OH:19])=[CH:11][CH:10]=2)[N:8]=1)(=[O:3])[CH3:2].[CH2:35](O)[CH2:36][OH:37].O.C1(C)C=CC(S(O)(=O)=O)=CC=1. (6) Given the product [F:24][C:2]([F:1])([F:23])[C:3]1[CH:4]=[C:5]([C:13]2[N:17]=[CH:16][N:15](/[CH:18]=[CH:19]\[C:20]([N:32]3[CH2:33][CH:30]([C:28]([O:27][CH3:26])=[O:29])[CH2:31]3)=[O:21])[N:14]=2)[CH:6]=[C:7]([C:9]([F:10])([F:11])[F:12])[CH:8]=1, predict the reactants needed to synthesize it. The reactants are: [F:1][C:2]([F:24])([F:23])[C:3]1[CH:4]=[C:5]([C:13]2[N:17]=[CH:16][N:15](/[CH:18]=[CH:19]\[C:20](O)=[O:21])[N:14]=2)[CH:6]=[C:7]([C:9]([F:12])([F:11])[F:10])[CH:8]=1.Cl.[CH3:26][O:27][C:28]([CH:30]1[CH2:33][NH:32][CH2:31]1)=[O:29].C(P1(=O)OP(CCC)(=O)OP(CCC)(=O)O1)CC.CCN(C(C)C)C(C)C. (7) Given the product [Cl:5][C:6]1[CH:11]=[CH:10][CH:9]=[C:8]([F:12])[C:7]=1[CH2:13][CH2:14][CH:15]=[O:16], predict the reactants needed to synthesize it. The reactants are: S(=O)(=O)=O.[Cl:5][C:6]1[CH:11]=[CH:10][CH:9]=[C:8]([F:12])[C:7]=1[CH2:13][CH2:14][CH2:15][OH:16].C(N(CC)CC)C.[Cl-].[Na+]. (8) The reactants are: [NH2:1][C:2]1[CH:7]=[C:6]([C:8]#[N:9])[CH:5]=[CH:4][N:3]=1.Cl[CH:11]([C:17]([C:19]([F:22])([F:21])[F:20])=O)[C:12]([O:14][CH2:15][CH3:16])=[O:13].C(=O)([O-])O.[Na+]. Given the product [C:8]([C:6]1[CH:5]=[CH:4][N:3]2[C:11]([C:12]([O:14][CH2:15][CH3:16])=[O:13])=[C:17]([C:19]([F:20])([F:22])[F:21])[N:1]=[C:2]2[CH:7]=1)#[N:9], predict the reactants needed to synthesize it. (9) Given the product [CH3:1][O:2][C:3]1[CH:9]=[CH:8][C:6]([N:7]2[CH:16]=[C:15]3[C:14]([CH:21]=[CH:20][CH:19]=[CH:18]3)=[N:11]2)=[C:5]([CH3:10])[CH:4]=1, predict the reactants needed to synthesize it. The reactants are: [CH3:1][O:2][C:3]1[CH:9]=[CH:8][C:6]([NH2:7])=[C:5]([CH3:10])[CH:4]=1.[N+:11]([C:14]1[CH:21]=[CH:20][CH:19]=[CH:18][C:15]=1[CH:16]=O)([O-])=O.